Task: Predict which catalyst facilitates the given reaction.. Dataset: Catalyst prediction with 721,799 reactions and 888 catalyst types from USPTO Reactant: [CH:1]([O:3][CH2:4][CH3:5])=[CH2:2].S(C1C=CC(C)=CC=1)([O-])(=O)=O.[NH+]1C=CC=CC=1.[OH:23][CH:24]([CH:32]1[CH2:37][CH2:36][C:35](=[O:38])[CH2:34][CH2:33]1)[CH2:25][C:26]1[CH:31]=[CH:30][CH:29]=[CH:28][CH:27]=1. Product: [CH2:1]([O:3][CH:4]([O:23][CH:24]([CH:32]1[CH2:33][CH2:34][C:35](=[O:38])[CH2:36][CH2:37]1)[CH2:25][C:26]1[CH:31]=[CH:30][CH:29]=[CH:28][CH:27]=1)[CH3:5])[CH3:2]. The catalyst class is: 2.